From a dataset of Catalyst prediction with 721,799 reactions and 888 catalyst types from USPTO. Predict which catalyst facilitates the given reaction. (1) Reactant: [C:1]([O:4][C@H:5]([C:27]1[CH:32]=[CH:31][C:30]([F:33])=[CH:29][CH:28]=1)[CH2:6][CH2:7][C@H:8]1[C:11](=[O:12])[N:10]([C:13]2[CH:18]=[CH:17][C:16]([I:19])=[CH:15][CH:14]=2)[C@@H:9]1[C:20]1[CH:25]=[CH:24][C:23]([OH:26])=[CH:22][CH:21]=1)(=[O:3])[CH3:2].C(N(CC)CC)C.C1C=CC(N([S:48]([C:51]([F:54])([F:53])[F:52])(=[O:50])=[O:49])[S:48]([C:51]([F:54])([F:53])[F:52])(=[O:50])=[O:49])=CC=1. Product: [C:1]([O:4][C@H:5]([C:27]1[CH:32]=[CH:31][C:30]([F:33])=[CH:29][CH:28]=1)[CH2:6][CH2:7][C@@H:8]1[C@@H:9]([C:20]2[CH:25]=[CH:24][C:23]([O:26][S:48]([C:51]([F:54])([F:53])[F:52])(=[O:50])=[O:49])=[CH:22][CH:21]=2)[N:10]([C:13]2[CH:14]=[CH:15][C:16]([I:19])=[CH:17][CH:18]=2)[C:11]1=[O:12])(=[O:3])[CH3:2]. The catalyst class is: 2. (2) Reactant: [CH2:1]([C:8]1[CH:9]=[N:10][C:11]2[C:16]([C:17]=1[C:18]1[CH:19]=[C:20]([OH:24])[CH:21]=[CH:22][CH:23]=1)=[CH:15][CH:14]=[CH:13][C:12]=2[C:25]([F:28])([F:27])[F:26])[C:2]1[CH:7]=[CH:6][CH:5]=[CH:4][CH:3]=1.Br[C:30]1[CH:31]=[C:32]([CH:37]=[CH:38][CH:39]=1)[C:33]([O:35][CH3:36])=[O:34].C([O-])([O-])=O.[K+].[K+]. Product: [CH2:1]([C:8]1[CH:9]=[N:10][C:11]2[C:16]([C:17]=1[C:18]1[CH:19]=[C:20]([CH:21]=[CH:22][CH:23]=1)[O:24][C:30]1[CH:31]=[C:32]([CH:37]=[CH:38][CH:39]=1)[C:33]([O:35][CH3:36])=[O:34])=[CH:15][CH:14]=[CH:13][C:12]=2[C:25]([F:28])([F:26])[F:27])[C:2]1[CH:3]=[CH:4][CH:5]=[CH:6][CH:7]=1. The catalyst class is: 228. (3) Reactant: [NH2:1][CH2:2][CH2:3][NH:4][C:5](=[O:11])[O:6][C:7]([CH3:10])([CH3:9])[CH3:8].[CH:12](=O)[C:13]1[CH:18]=[CH:17][CH:16]=[CH:15][CH:14]=1.[BH4-].[Na+]. Product: [CH2:12]([NH:1][CH2:2][CH2:3][NH:4][C:5](=[O:11])[O:6][C:7]([CH3:8])([CH3:10])[CH3:9])[C:13]1[CH:18]=[CH:17][CH:16]=[CH:15][CH:14]=1. The catalyst class is: 5. (4) Reactant: [CH3:1][O:2][N:3]1[CH2:8][CH2:7][C:6]([NH:11][CH3:12])([C:9]#[N:10])[CH2:5][CH2:4]1.[CH3:13][C:14]1[CH:19]=[C:18]([CH3:20])[CH:17]=[C:16]([CH:21]=[CH2:22])[C:15]=1[CH2:23][C:24](Cl)=[O:25].Cl. Product: [C:9]([C:6]1([N:11]([CH3:12])[C:24](=[O:25])[CH2:23][C:15]2[C:16]([CH:21]=[CH2:22])=[CH:17][C:18]([CH3:20])=[CH:19][C:14]=2[CH3:13])[CH2:7][CH2:8][N:3]([O:2][CH3:1])[CH2:4][CH2:5]1)#[N:10]. The catalyst class is: 17.